Dataset: Forward reaction prediction with 1.9M reactions from USPTO patents (1976-2016). Task: Predict the product of the given reaction. (1) Given the reactants [CH3:1][O:2][C:3](=[O:17])[C:4]1[CH:12]=[C:11]([O:13][CH2:14][CH:15]=[CH2:16])[CH:10]=[C:6]([C:7](O)=[O:8])[CH:5]=1.S(Cl)([Cl:20])=O, predict the reaction product. The product is: [CH3:1][O:2][C:3](=[O:17])[C:4]1[CH:5]=[C:6]([C:7]([Cl:20])=[O:8])[CH:10]=[C:11]([O:13][CH2:14][CH:15]=[CH2:16])[CH:12]=1. (2) Given the reactants [NH2:1][C:2]1[CH:7]=[CH:6][CH:5]=[CH:4][CH:3]=1.[CH3:8][CH2:9][O-].[Na+], predict the reaction product. The product is: [CH2:8]([C:2]1([CH:7]=[CH:6][CH:5]=[CH:4][CH2:3]1)[NH2:1])[CH3:9]. (3) Given the reactants C([N:8]1[CH2:13][CH2:12][C:11]([OH:15])([OH:14])[C:10]([F:17])([F:16])[CH2:9]1)C1C=CC=CC=1.[C:26](O[C:26]([O:28][C:29]([CH3:32])([CH3:31])[CH3:30])=[O:27])([O:28][C:29]([CH3:32])([CH3:31])[CH3:30])=[O:27].[H][H], predict the reaction product. The product is: [F:16][C:10]1([F:17])[C:11]([OH:15])([OH:14])[CH2:12][CH2:13][N:8]([C:26]([O:28][C:29]([CH3:30])([CH3:31])[CH3:32])=[O:27])[CH2:9]1. (4) Given the reactants [Cl:1][C:2]1[CH:7]=[CH:6][C:5](B(O)O)=[CH:4][CH:3]=1.[C:11](=O)([O-])[O-].[K+].[K+].Br[C:18]1[S:22][C:21]([C:23]([O:25][CH3:26])=[O:24])=[C:20]([C:27]2[CH:32]=[CH:31][C:30]([S:33](=[O:36])(=[O:35])[NH2:34])=[C:29]([CH3:37])[CH:28]=2)[C:19]=1[CH3:38], predict the reaction product. The product is: [Cl:1][C:2]1[CH:7]=[CH:6][C:5]([C:18]2[S:22][C:21]([C:23]([O:25][CH2:26][CH3:11])=[O:24])=[C:20]([C:27]3[CH:32]=[CH:31][C:30]([S:33](=[O:36])(=[O:35])[NH2:34])=[C:29]([CH3:37])[CH:28]=3)[C:19]=2[CH3:38])=[CH:4][CH:3]=1. (5) Given the reactants [CH3:1][O:2][C:3](=[O:21])[C:4]([NH:7][C:8]([C:10]1[CH:19]=[CH:18][C:17]2[C:12](=[CH:13][CH:14]=[CH:15][CH:16]=2)[C:11]=1[OH:20])=[O:9])([CH3:6])[CH3:5].[Br:22][C:23]1[CH:30]=[CH:29][C:26]([CH2:27]O)=[CH:25][CH:24]=1.C1(P(C2C=CC=CC=2)C2C=CC=CC=2)C=CC=CC=1.CC(OC(/N=N/C(OC(C)C)=O)=O)C, predict the reaction product. The product is: [CH3:1][O:2][C:3](=[O:21])[C:4]([NH:7][C:8]([C:10]1[CH:19]=[CH:18][C:17]2[C:12](=[CH:13][CH:14]=[CH:15][CH:16]=2)[C:11]=1[O:20][CH2:27][C:26]1[CH:29]=[CH:30][C:23]([Br:22])=[CH:24][CH:25]=1)=[O:9])([CH3:6])[CH3:5]. (6) Given the reactants [C:1]([O:5][C:6]([NH:8][CH:9]1[CH2:14][CH2:13][CH2:12][N:11]([C:15]2[N:19]([CH2:20][CH:21]=[C:22]([CH3:24])[CH3:23])[C:18]([C:25]([O:27][CH2:28][CH3:29])=[O:26])=[C:17]([NH2:30])[N:16]=2)[CH2:10]1)=[O:7])([CH3:4])([CH3:3])[CH3:2].Cl[C:32]([O:34][CH2:35][CH3:36])=[O:33].[OH-].[Na+], predict the reaction product. The product is: [C:1]([O:5][C:6]([NH:8][CH:9]1[CH2:14][CH2:13][CH2:12][N:11]([C:15]2[N:19]([CH2:20][CH:21]=[C:22]([CH3:23])[CH3:24])[C:18]([C:25]([O:27][CH2:28][CH3:29])=[O:26])=[C:17]([NH:30][C:32]([O:34][CH2:35][CH3:36])=[O:33])[N:16]=2)[CH2:10]1)=[O:7])([CH3:2])([CH3:3])[CH3:4]. (7) Given the reactants [CH3:1][N:2](C)/[CH:3]=[CH:4]/[C:5]([C:7]1[N:11]2[CH:12]=[CH:13][C:14]([CH:16]3[CH2:21][CH2:20][N:19]([C:22]([O:24][CH2:25][C:26]4[CH:31]=[CH:30][CH:29]=[CH:28][CH:27]=4)=[O:23])[CH2:18][CH2:17]3)=[CH:15][C:10]2=[N:9][C:8]=1[C:32]1[CH:37]=[CH:36][C:35]([F:38])=[CH:34][CH:33]=1)=O.C(O)CC.Cl.C(N)=[NH:46].C[O-].[Na+], predict the reaction product. The product is: [F:38][C:35]1[CH:36]=[CH:37][C:32]([C:8]2[N:9]=[C:10]3[CH:15]=[C:14]([CH:16]4[CH2:21][CH2:20][N:19]([C:22]([O:24][CH2:25][C:26]5[CH:31]=[CH:30][CH:29]=[CH:28][CH:27]=5)=[O:23])[CH2:18][CH2:17]4)[CH:13]=[CH:12][N:11]3[C:7]=2[C:5]2[CH:4]=[CH:3][N:2]=[CH:1][N:46]=2)=[CH:33][CH:34]=1. (8) Given the reactants [C:1]([O:5][C:6]([N:8]1[CH2:14][CH2:13][C:12]2[C:15]([S:20][CH2:21][C:22]3[CH:27]=[CH:26][C:25]([CH2:28]S(C)(=O)=O)=[CH:24][CH:23]=3)=[C:16]([Cl:19])[CH:17]=[CH:18][C:11]=2[CH2:10][CH2:9]1)=[O:7])([CH3:4])([CH3:3])[CH3:2].C([O:37]C(N1CCC2C(SCC3C=CC(CBr)=CC=3)=C(Cl)C=CC=2CC1)=O)(C)(C)C.[CH3:62][S:63]([O-:65])=[O:64].[Na+], predict the reaction product. The product is: [C:1]([O:5][C:6]([N:8]1[CH2:14][CH2:13][C:12]2[C:15]([S:20][CH2:21][C:22]3[CH:23]=[CH:24][C:25]([CH2:28][O:64][S:63]([CH3:62])(=[O:37])=[O:65])=[CH:26][CH:27]=3)=[C:16]([Cl:19])[CH:17]=[CH:18][C:11]=2[CH2:10][CH2:9]1)=[O:7])([CH3:4])([CH3:2])[CH3:3]. (9) Given the reactants [N:1]1([C:5]2[N:10]=[C:9]([CH2:11][CH3:12])[N:8]=[C:7]([NH:13][NH:14][C:15](=[O:35])[C@H:16]([CH2:29][CH:30]3[CH2:34][CH2:33][CH2:32][CH2:31]3)[CH2:17][N:18]([O:21]CC3C=CC=CC=3)[CH:19]=[O:20])[C:6]=2[F:36])[CH2:4][CH2:3][CH2:2]1, predict the reaction product. The product is: [N:1]1([C:5]2[N:10]=[C:9]([CH2:11][CH3:12])[N:8]=[C:7]([NH:13][NH:14][C:15](=[O:35])[C@H:16]([CH2:29][CH:30]3[CH2:31][CH2:32][CH2:33][CH2:34]3)[CH2:17][N:18]([OH:21])[CH:19]=[O:20])[C:6]=2[F:36])[CH2:2][CH2:3][CH2:4]1.